This data is from Forward reaction prediction with 1.9M reactions from USPTO patents (1976-2016). The task is: Predict the product of the given reaction. (1) Given the reactants Cl[C:2]1[N:7]=[CH:6][N:5]=[C:4]([NH:8][C:9]2[CH:14]=[CH:13][CH:12]=[C:11]([CH2:15][N:16]3[C:24]4[C:19](=[CH:20][CH:21]=[CH:22][CH:23]=4)[CH:18]=[CH:17]3)[CH:10]=2)[CH:3]=1.[CH3:25][O:26][C:27]1[CH:32]=[CH:31][CH:30]=[CH:29][C:28]=1B(O)O.C([O-])([O-])=O.[Na+].[Na+].O, predict the reaction product. The product is: [N:16]1([CH2:15][C:11]2[CH:10]=[C:9]([NH:8][C:4]3[CH:3]=[C:2]([C:28]4[CH:29]=[CH:30][CH:31]=[CH:32][C:27]=4[O:26][CH3:25])[N:7]=[CH:6][N:5]=3)[CH:14]=[CH:13][CH:12]=2)[C:24]2[C:19](=[CH:20][CH:21]=[CH:22][CH:23]=2)[CH:18]=[CH:17]1. (2) Given the reactants [CH:1]1([CH2:7][CH2:8][O:9][C:10]2[CH:11]=[C:12]([CH:29]=[CH:30][CH:31]=2)[C:13]([N:15]2[CH2:20][CH2:19][N:18](C(OC(C)(C)C)=O)[CH2:17][CH:16]2C)=[O:14])[CH2:6][CH2:5][CH2:4][CH2:3][CH2:2]1.[ClH:32].[CH3:33]COC(C)=O, predict the reaction product. The product is: [ClH:32].[CH:1]1([CH2:7][CH2:8][O:9][C:10]2[CH:11]=[C:12]([CH:29]=[CH:30][CH:31]=2)[C:13]([N:15]2[CH2:20][CH2:19][NH:18][CH:17]([CH3:33])[CH2:16]2)=[O:14])[CH2:2][CH2:3][CH2:4][CH2:5][CH2:6]1. (3) Given the reactants [OH-].[Na+].[CH3:3][C:4]1[C:9]([CH3:10])=[CH:8][CH:7]=[CH:6][C:5]=1[OH:11].Br[C:13]([CH3:18])([CH3:17])[C:14]([OH:16])=[O:15].Cl, predict the reaction product. The product is: [CH3:3][C:4]1[C:9]([CH3:10])=[CH:8][CH:7]=[CH:6][C:5]=1[O:11][C:13]([CH3:18])([CH3:17])[C:14]([OH:16])=[O:15]. (4) Given the reactants [Br:1][C:2]1[CH:7]=[CH:6][C:5]([OH:8])=[C:4]([O:9][CH3:10])[CH:3]=1.C(N(C(C)C)C(C)C)C.[C:20]([Si:24](Cl)([CH3:26])[CH3:25])([CH3:23])([CH3:22])[CH3:21], predict the reaction product. The product is: [Br:1][C:2]1[CH:7]=[CH:6][C:5]([O:8][Si:24]([C:20]([CH3:23])([CH3:22])[CH3:21])([CH3:26])[CH3:25])=[C:4]([O:9][CH3:10])[CH:3]=1. (5) Given the reactants [CH2:1]([C:4]1[CH:11]=[CH:10][C:7]([C:8]#[N:9])=[C:6]([F:12])[CH:5]=1)[CH:2]=C.N1C=CC=CC=1.[O:19]=[O+][O-], predict the reaction product. The product is: [F:12][C:6]1[CH:5]=[C:4]([CH2:1][CH:2]=[O:19])[CH:11]=[CH:10][C:7]=1[C:8]#[N:9]. (6) Given the reactants [C:1]1([CH:7]2[N:21]3[C:22]4[C:14]([C:15]5[C:16](=[O:23])[CH2:17][CH2:18][CH2:19][C:20]=53)=[CH:13][CH:12]=[CH:11][C:10]=4[O:9][CH2:8]2)[CH:6]=[CH:5][CH:4]=[CH:3][CH:2]=1, predict the reaction product. The product is: [C:1]1([CH:7]2[N:21]3[C:22]4[C:14]([C:15]5[C:20]3=[CH:19][CH:18]=[CH:17][C:16]=5[OH:23])=[CH:13][CH:12]=[CH:11][C:10]=4[O:9][CH2:8]2)[CH:2]=[CH:3][CH:4]=[CH:5][CH:6]=1. (7) Given the reactants C=[C:2]1[CH2:6][CH2:5][CH:4]([C:7]([O:9][CH3:10])=[O:8])[CH2:3]1.[O:11]=[O+][O-].C1(P(C2C=CC=CC=2)C2C=CC=CC=2)C=CC=CC=1, predict the reaction product. The product is: [O:11]=[C:2]1[CH2:6][CH2:5][CH:4]([C:7]([O:9][CH3:10])=[O:8])[CH2:3]1. (8) The product is: [Cl:43][C:41]1[CH:40]=[C:39]([CH:44]([NH:47][C:12]([CH:10]2[CH2:9][N:8]([C:6]3[C:5]([Cl:15])=[CH:4][N:3]=[C:2]([Cl:1])[N:7]=3)[CH2:11]2)=[O:14])[CH2:45][OH:46])[CH:38]=[CH:37][CH:42]=1. Given the reactants [Cl:1][C:2]1[N:7]=[C:6]([N:8]2[CH2:11][CH:10]([C:12]([OH:14])=O)[CH2:9]2)[C:5]([Cl:15])=[CH:4][N:3]=1.CCN=C=NCCCN(C)C.C1C=CC2N(O)N=NC=2C=1.[CH:37]1[CH:42]=[C:41]([Cl:43])[CH:40]=[C:39]([C@H:44]([NH2:47])[CH2:45][OH:46])[CH:38]=1.C(N(CC)CC)C, predict the reaction product. (9) Given the reactants C(OC(=O)[NH:7][CH:8]1[CH2:13][CH2:12][CH2:11][CH:10]([C:14]#[N:15])[CH2:9]1)(C)(C)C, predict the reaction product. The product is: [NH2:7][CH:8]1[CH2:13][CH2:12][CH2:11][CH:10]([C:14]#[N:15])[CH2:9]1.